This data is from Forward reaction prediction with 1.9M reactions from USPTO patents (1976-2016). The task is: Predict the product of the given reaction. (1) Given the reactants [H-].[Na+].[F:3][C:4]1[C:9]([F:10])=[CH:8][CH:7]=[CH:6][C:5]=1[C@H:11]1[CH2:17][N:16]2[C:18]([CH2:21][CH2:22][OH:23])=[CH:19][N:20]=[C:15]2[C@H:14]([NH:24][C:25](=[O:31])[O:26][C:27]([CH3:30])([CH3:29])[CH3:28])[CH2:13][CH2:12]1.I[CH3:33], predict the reaction product. The product is: [F:3][C:4]1[C:9]([F:10])=[CH:8][CH:7]=[CH:6][C:5]=1[C@H:11]1[CH2:17][N:16]2[C:18]([CH2:21][CH2:22][O:23][CH3:33])=[CH:19][N:20]=[C:15]2[C@H:14]([NH:24][C:25](=[O:31])[O:26][C:27]([CH3:28])([CH3:30])[CH3:29])[CH2:13][CH2:12]1. (2) The product is: [C:21]1([C:13]2[NH:12][C:11]3[C:10]([CH:14]=2)=[CH:9][C:4]([C:5]([O:7][CH3:8])=[O:6])=[CH:3][CH:2]=3)[CH:26]=[CH:25][CH:24]=[CH:23][CH:22]=1. Given the reactants I[C:2]1[CH:3]=[C:4]([CH:9]=[CH:10][C:11]=1[NH:12][C:13](=O)[C:14](F)(F)F)[C:5]([O:7][CH3:8])=[O:6].C([C:21]1[CH:26]=[CH:25][CH:24]=[CH:23][CH:22]=1)#C.CN(C)C(N(C)C)=N, predict the reaction product. (3) Given the reactants [F:1][C:2]1[CH:7]=[CH:6][CH:5]=[CH:4][C:3]=1[N:8]=[C:9]=[O:10].[NH2:11][C:12]1[CH:17]=[CH:16][C:15]([C:18]2[CH:22]=[C:21]([C:23]([NH:25][CH:26]([CH2:31][C:32]3[CH:37]=[CH:36][CH:35]=[CH:34][CH:33]=3)[C:27]([O:29][CH3:30])=[O:28])=[O:24])[O:20][N:19]=2)=[CH:14][CH:13]=1, predict the reaction product. The product is: [F:1][C:2]1[CH:7]=[CH:6][CH:5]=[CH:4][C:3]=1[NH:8][C:9](=[O:10])[NH:11][C:12]1[CH:17]=[CH:16][C:15]([C:18]2[CH:22]=[C:21]([C:23]([NH:25][CH:26]([CH2:31][C:32]3[CH:33]=[CH:34][CH:35]=[CH:36][CH:37]=3)[C:27]([O:29][CH3:30])=[O:28])=[O:24])[O:20][N:19]=2)=[CH:14][CH:13]=1. (4) Given the reactants [CH3:1][O:2][C:3](=[O:15])[C:4]1[CH:9]=[C:8](F)[CH:7]=[C:6]([NH2:11])[C:5]=1[N+:12]([O-:14])=[O:13].[CH2:16](N(CC)CC)C.[CH3:23][CH2:24][O-:25].[Na+], predict the reaction product. The product is: [CH2:1]([O:2][C:3](=[O:15])[C:4]1[CH:9]=[C:8]([O:25][CH2:24][CH3:23])[CH:7]=[C:6]([NH2:11])[C:5]=1[N+:12]([O-:14])=[O:13])[CH3:16]. (5) Given the reactants C([N:8](CC1C=CC=CC=1)[CH2:9][C:10]([F:17])([F:16])[C:11]([O:13][CH2:14][CH3:15])=[O:12])C1C=CC=CC=1.[C:25]([OH:31])([C:27]([F:30])([F:29])[F:28])=[O:26], predict the reaction product. The product is: [OH:31][C:25]([C:27]([F:30])([F:29])[F:28])=[O:26].[NH2:8][CH2:9][C:10]([F:17])([F:16])[C:11]([O:13][CH2:14][CH3:15])=[O:12]. (6) Given the reactants [NH2:1][C:2]1[CH:7]=[CH:6][C:5]([C:8]2[CH:13]=[CH:12][C:11]([CH:14]([N:22]([CH3:39])[C:23](=[O:38])[CH2:24][N:25]3[C:30]4[CH:31]=[C:32]([Cl:36])[C:33]([Cl:35])=[CH:34][C:29]=4[O:28][CH2:27][C:26]3=[O:37])[CH2:15][N:16]3[CH2:21][CH2:20][O:19][CH2:18][CH2:17]3)=[CH:10][CH:9]=2)=[CH:4][CH:3]=1.[N:40]([CH2:43][CH3:44])=[C:41]=[O:42].C(N(CC)CC)C, predict the reaction product. The product is: [Cl:36][C:32]1[C:33]([Cl:35])=[CH:34][C:29]2[O:28][CH2:27][C:26](=[O:37])[N:25]([CH2:24][C:23]([N:22]([CH:14]([C:11]3[CH:12]=[CH:13][C:8]([C:5]4[CH:4]=[CH:3][C:2]([NH:1][C:41]([NH:40][CH2:43][CH3:44])=[O:42])=[CH:7][CH:6]=4)=[CH:9][CH:10]=3)[CH2:15][N:16]3[CH2:17][CH2:18][O:19][CH2:20][CH2:21]3)[CH3:39])=[O:38])[C:30]=2[CH:31]=1. (7) Given the reactants Br[C:2]1[CH:3]=[C:4]([C:14]([NH:16][CH2:17][C:18]2[C:23](=[O:24])[CH:22]=[C:21]([CH3:25])[NH:20][C:19]=2[CH3:26])=[O:15])[C:5]2[CH:10]=[N:9][N:8]([CH:11]([CH3:13])[CH3:12])[C:6]=2[N:7]=1.[CH3:27][C:28]1([CH3:45])[CH2:33][CH:32](B2OC(C)(C)C(C)(C)O2)[CH2:31][C:30]([CH3:44])([CH3:43])[NH:29]1.C([O-])([O-])=O.[Na+].[Na+], predict the reaction product. The product is: [CH3:26][C:19]1[NH:20][C:21]([CH3:25])=[CH:22][C:23](=[O:24])[C:18]=1[CH2:17][NH:16][C:14]([C:4]1[C:5]2[CH:10]=[N:9][N:8]([CH:11]([CH3:13])[CH3:12])[C:6]=2[N:7]=[C:2]([C:32]2[CH2:31][C:30]([CH3:44])([CH3:43])[NH:29][C:28]([CH3:45])([CH3:27])[CH:33]=2)[CH:3]=1)=[O:15].